From a dataset of CYP2C19 inhibition data for predicting drug metabolism from PubChem BioAssay. Regression/Classification. Given a drug SMILES string, predict its absorption, distribution, metabolism, or excretion properties. Task type varies by dataset: regression for continuous measurements (e.g., permeability, clearance, half-life) or binary classification for categorical outcomes (e.g., BBB penetration, CYP inhibition). Dataset: cyp2c19_veith. The drug is CN(C)c1nc(-c2ccc3c(c2)OCO3)nc2ccccc12. The result is 1 (inhibitor).